Predict the product of the given reaction. From a dataset of Forward reaction prediction with 1.9M reactions from USPTO patents (1976-2016). (1) Given the reactants [F:1][C:2]([F:25])([F:24])[C:3]1[CH:23]=[CH:22][C:6]([CH2:7][O:8][N:9]=[C:10]([C:12]2[CH:17]=[CH:16][C:15]([O:18][CH2:19][C:20]#[CH:21])=[CH:14][CH:13]=2)[CH3:11])=[CH:5][CH:4]=1.CO.C[Si]([N:32]=[N+:33]=[N-:34])(C)C.O, predict the reaction product. The product is: [F:1][C:2]([F:24])([F:25])[C:3]1[CH:23]=[CH:22][C:6]([CH2:7][O:8][N:9]=[C:10]([C:12]2[CH:17]=[CH:16][C:15]([O:18][CH2:19][C:20]3[NH:34][N:33]=[N:32][CH:21]=3)=[CH:14][CH:13]=2)[CH3:11])=[CH:5][CH:4]=1. (2) Given the reactants [Cl:1][C:2]1[CH:11]=[C:10]2[C:5]([C:6]([CH3:26])=[C:7]([C:19]3[CH:24]=[CH:23][C:22]([F:25])=[CH:21][CH:20]=3)[CH:8]([C:12]3[CH:17]=[CH:16][C:15](I)=[CH:14][CH:13]=3)[O:9]2)=[CH:4][C:3]=1[O:27][CH:28]1[CH2:33][CH2:32][CH2:31][CH2:30][O:29]1.[F:34][CH2:35][CH:36]1[CH2:39][N:38]([CH2:40][CH2:41][OH:42])[CH2:37]1, predict the reaction product. The product is: [Cl:1][C:2]1[CH:11]=[C:10]2[C:5]([C:6]([CH3:26])=[C:7]([C:19]3[CH:24]=[CH:23][C:22]([F:25])=[CH:21][CH:20]=3)[CH:8]([C:12]3[CH:17]=[CH:16][C:15]([O:42][CH2:41][CH2:40][N:38]4[CH2:39][CH:36]([CH2:35][F:34])[CH2:37]4)=[CH:14][CH:13]=3)[O:9]2)=[CH:4][C:3]=1[O:27][CH:28]1[CH2:33][CH2:32][CH2:31][CH2:30][O:29]1. (3) Given the reactants Br[C:2]1[N:6]=[C:5]([N:7]2[CH2:12][CH2:11][CH:10]([N:13]3[CH2:17][CH2:16][C@H:15]([O:18][C:19]4[CH:24]=[CH:23][C:22]([S:25]([CH3:28])(=[O:27])=[O:26])=[CH:21][C:20]=4[F:29])[C:14]3=[O:30])[CH2:9][CH2:8]2)[S:4][N:3]=1.[C:31]1([OH:37])[CH:36]=[CH:35][CH:34]=[CH:33][CH:32]=1.C([O-])([O-])=O.[Cs+].[Cs+], predict the reaction product. The product is: [F:29][C:20]1[CH:21]=[C:22]([S:25]([CH3:28])(=[O:27])=[O:26])[CH:23]=[CH:24][C:19]=1[O:18][C@H:15]1[CH2:16][CH2:17][N:13]([CH:10]2[CH2:11][CH2:12][N:7]([C:5]3[S:4][N:3]=[C:2]([O:37][C:31]4[CH:36]=[CH:35][CH:34]=[CH:33][CH:32]=4)[N:6]=3)[CH2:8][CH2:9]2)[C:14]1=[O:30]. (4) Given the reactants C[O:2][C:3](=O)[CH2:4][O:5][C:6]1[CH:11]=[CH:10][C:9]([C:12]#[N:13])=[CH:8][CH:7]=1.O.[NH2:16][NH2:17], predict the reaction product. The product is: [C:12]([C:9]1[CH:10]=[CH:11][C:6]([O:5][CH2:4][C:3]([NH:16][NH2:17])=[O:2])=[CH:7][CH:8]=1)#[N:13]. (5) Given the reactants [NH2:1][C:2]1[CH:7]=[C:6]([CH3:8])[CH:5]=[CH:4][C:3]=1[S:9][C:10]1[CH:15]=[CH:14][C:13]([OH:16])=[CH:12][CH:11]=1.C([C:19]1[C:20]([N:28]=[CH:29][N:30]([CH3:32])C)=[N:21][C:22]([CH2:25][CH2:26][CH3:27])=[CH:23][CH:24]=1)#N, predict the reaction product. The product is: [CH3:8][C:6]1[CH:5]=[CH:4][C:3]([S:9][C:10]2[CH:15]=[CH:14][C:13]([OH:16])=[CH:12][CH:11]=2)=[C:2]([NH:1][C:32]2[C:19]3[CH:24]=[CH:23][C:22]([CH2:25][CH2:26][CH3:27])=[N:21][C:20]=3[N:28]=[CH:29][N:30]=2)[CH:7]=1. (6) Given the reactants [CH2:1]([O:8][C:9]1[CH:14]=[CH:13][C:12]([N:15]2[CH2:20][CH2:19][N:18]([C:21](=[O:33])[CH2:22][NH:23][C:24](=[O:32])[C:25]3[CH:30]=[CH:29][CH:28]=[C:27]([OH:31])[CH:26]=3)[CH2:17][CH2:16]2)=[CH:11][CH:10]=1)[C:2]1[CH:7]=[CH:6][CH:5]=[CH:4][CH:3]=1.C(=O)([O-])[O-].[K+].[K+].[F:40][CH2:41][CH2:42]Br, predict the reaction product. The product is: [CH2:1]([O:8][C:9]1[CH:10]=[CH:11][C:12]([N:15]2[CH2:20][CH2:19][N:18]([C:21](=[O:33])[CH2:22][NH:23][C:24](=[O:32])[C:25]3[CH:30]=[CH:29][CH:28]=[C:27]([O:31][CH2:42][CH2:41][F:40])[CH:26]=3)[CH2:17][CH2:16]2)=[CH:13][CH:14]=1)[C:2]1[CH:7]=[CH:6][CH:5]=[CH:4][CH:3]=1. (7) Given the reactants [CH3:1][C:2]1([CH3:11])[CH2:7][C:6]([CH3:9])([CH3:8])[CH2:5][C:4](=O)[CH2:3]1.[OH:12][C:13]1[CH:14]=[C:15]([C:20]([C:22]2[CH:27]=[CH:26][CH:25]=[CH:24][CH:23]=2)=O)[CH:16]=[CH:17][C:18]=1[CH3:19].Cl.[CH2:29]1COCC1, predict the reaction product. The product is: [CH2:19]([C:18]1[CH:17]=[CH:16][C:15]([C:20]([C:22]2[CH:27]=[CH:26][CH:25]=[CH:24][CH:23]=2)=[C:4]2[CH2:3][C:2]([CH3:11])([CH3:1])[CH2:7][C:6]([CH3:9])([CH3:8])[CH2:5]2)=[CH:14][C:13]=1[OH:12])[CH3:29].